Dataset: Forward reaction prediction with 1.9M reactions from USPTO patents (1976-2016). Task: Predict the product of the given reaction. (1) Given the reactants [F:1][C:2]1[CH:3]=[C:4]([CH2:10][CH2:11][N:12]([C@H:28]2[CH2:33][CH2:32][C@H:31]([CH3:34])[CH2:30][CH2:29]2)[C:13](=[O:27])[NH:14][C:15]2[S:16][C:17]([S:20][C:21]([CH3:26])([CH3:25])[C:22]([OH:24])=[O:23])=[CH:18][N:19]=2)[CH:5]=[CH:6][C:7]=1OC.OCCC1C=C(F)C=C([Cl:45])C=1.C(OC(=O)C(SC1SC(N)=NC=1)(C)C)C, predict the reaction product. The product is: [Cl:45][C:6]1[CH:5]=[C:4]([CH2:10][CH2:11][N:12]([C@H:28]2[CH2:33][CH2:32][C@H:31]([CH3:34])[CH2:30][CH2:29]2)[C:13](=[O:27])[NH:14][C:15]2[S:16][C:17]([S:20][C:21]([CH3:26])([CH3:25])[C:22]([OH:24])=[O:23])=[CH:18][N:19]=2)[CH:3]=[C:2]([F:1])[CH:7]=1. (2) Given the reactants O=[C:2]([CH3:15])[CH2:3][C:4]1[O:9][C:8](=[O:10])[C:7]2[CH:11]=[CH:12][CH:13]=[CH:14][C:6]=2[N:5]=1.Cl.[NH:17]([C:19]1[CH:24]=[CH:23][N:22]=[CH:21][CH:20]=1)[NH2:18].C([O-])(=O)C.[Na+], predict the reaction product. The product is: [CH3:15][C:2]1[CH:3]=[C:4]([NH:5][C:6]2[CH:14]=[CH:13][CH:12]=[CH:11][C:7]=2[C:8]([OH:9])=[O:10])[N:17]([C:19]2[CH:24]=[CH:23][N:22]=[CH:21][CH:20]=2)[N:18]=1. (3) Given the reactants [C:1]([C:4]1[C:9]([OH:10])=[CH:8][C:7]([NH:11][C:12](=[O:14])[CH3:13])=[C:6]([CH3:15])[CH:5]=1)(=[O:3])[CH3:2].[F:16][C:17]1[C:18]([CH:23]=O)=[N:19][CH:20]=[CH:21][CH:22]=1.[OH-].[Na+].Cl, predict the reaction product. The product is: [F:16][C:17]1[C:18](/[CH:23]=[CH:2]/[C:1]([C:4]2[C:9]([OH:10])=[CH:8][C:7]([NH:11][C:12](=[O:14])[CH3:13])=[C:6]([CH3:15])[CH:5]=2)=[O:3])=[N:19][CH:20]=[CH:21][CH:22]=1. (4) Given the reactants FC(F)(F)C([O-])=O.C([NH2+]CCCN)(=O)CCC[CH2:12][C@H:13]1[C@@H:21]2[C@@H:16]([NH:17][C:18]([NH:20]2)=[O:19])[CH2:15][S:14]1.[CH:28]1([C:33]([O:35]NC2C(=O)CCC2=O)=[O:34])[CH2:32][CH:31]=[CH:30][CH2:29]1, predict the reaction product. The product is: [CH:12]1[CH2:13][CH2:21][CH2:16][CH:15]=1.[OH:35][C:33]([CH2:28][CH2:32][CH2:31][CH2:30][C@H:29]1[C@@H:21]2[C@@H:16]([NH:17][C:18]([NH:20]2)=[O:19])[CH2:15][S:14]1)=[O:34]. (5) The product is: [F:35][C:27]1[CH:26]=[C:25]([C@H:22]2[O:21][C:20](=[O:36])[N:19]([CH2:18][C:11]3[C:10]([C:4]4[CH:3]=[C:2]([C:61]5[C:70]([CH3:71])=[CH:69][C:64]([C:65]([O:67][CH3:68])=[O:66])=[CH:63][C:62]=5[CH3:72])[CH:7]=[N:6][C:5]=4[O:8][CH3:9])=[CH:15][N:14]=[C:13]([S:16][CH3:17])[N:12]=3)[C@H:23]2[CH3:24])[CH:30]=[C:29]([C:31]([F:34])([F:33])[F:32])[CH:28]=1. Given the reactants Cl[C:2]1[CH:3]=[C:4]([C:10]2[C:11]([CH2:18][N:19]3[C@@H:23]([CH3:24])[C@@H:22]([C:25]4[CH:30]=[C:29]([C:31]([F:34])([F:33])[F:32])[CH:28]=[C:27]([F:35])[CH:26]=4)[O:21][C:20]3=[O:36])=[N:12][C:13]([S:16][CH3:17])=[N:14][CH:15]=2)[C:5]([O:8][CH3:9])=[N:6][CH:7]=1.B1(B2OC(C)(C)C(C)(C)O2)OC(C)(C)C(C)(C)O1.C([O-])(=O)C.[K+].Br[C:61]1[C:70]([CH3:71])=[CH:69][C:64]([C:65]([O:67][CH3:68])=[O:66])=[CH:63][C:62]=1[CH3:72].C(=O)([O-])[O-].[K+].[K+], predict the reaction product. (6) Given the reactants C([BH-](C(CC)C)C(CC)C)(CC)C.[Li+].[Cl:15][CH2:16][C:17]([NH:19][CH:20]1[CH2:29][CH2:28][C:27]2[C:22](=[CH:23][CH:24]=[CH:25][CH:26]=2)[C:21]1=[O:30])=[O:18].O.Cl, predict the reaction product. The product is: [Cl:15][CH2:16][C:17]([NH:19][C@H:20]1[CH2:29][CH2:28][C:27]2[C:22](=[CH:23][CH:24]=[CH:25][CH:26]=2)[C@H:21]1[OH:30])=[O:18]. (7) Given the reactants [O:1]1[CH2:6][CH2:5][N:4]([CH2:7][CH2:8][CH2:9][O:10][C:11]2[CH:19]=[CH:18][C:14]([C:15](Cl)=[O:16])=[CH:13][CH:12]=2)[CH2:3][CH2:2]1.[F:20][C:21]1[CH:22]=[CH:23][C:24]2[C:25]3[C:34]([CH3:36])([CH3:35])[CH2:33][NH:32][CH:31]=[C:30]([C:37]([O:39][CH:40]([CH3:42])[CH3:41])=[O:38])[C:26]=3[NH:27][C:28]=2[CH:29]=1.C(N(CC)CC)C.CO, predict the reaction product. The product is: [F:20][C:21]1[CH:22]=[CH:23][C:24]2[C:25]3[C:34]([CH3:36])([CH3:35])[CH2:33][N:32]([C:15](=[O:16])[C:14]4[CH:18]=[CH:19][C:11]([O:10][CH2:9][CH2:8][CH2:7][N:4]5[CH2:5][CH2:6][O:1][CH2:2][CH2:3]5)=[CH:12][CH:13]=4)[CH:31]=[C:30]([C:37]([O:39][CH:40]([CH3:42])[CH3:41])=[O:38])[C:26]=3[NH:27][C:28]=2[CH:29]=1.